This data is from Peptide-MHC class II binding affinity with 134,281 pairs from IEDB. The task is: Regression. Given a peptide amino acid sequence and an MHC pseudo amino acid sequence, predict their binding affinity value. This is MHC class II binding data. (1) The peptide sequence is LNCNINNVVRIKVPF. The MHC is DRB5_0101 with pseudo-sequence DRB5_0101. The binding affinity (normalized) is 0.242. (2) The peptide sequence is IGKMFEATARGARRM. The MHC is DRB5_0101 with pseudo-sequence DRB5_0101. The binding affinity (normalized) is 0.696. (3) The peptide sequence is QKLMEDINVGFKAAV. The MHC is DRB1_1602 with pseudo-sequence DRB1_1602. The binding affinity (normalized) is 0.534. (4) The peptide sequence is PCKGDSVTIKLDGNL. The MHC is HLA-DQA10401-DQB10402 with pseudo-sequence HLA-DQA10401-DQB10402. The binding affinity (normalized) is 0.110. (5) The peptide sequence is EKKYFAATQNEPLAA. The MHC is HLA-DPA10103-DPB10601 with pseudo-sequence HLA-DPA10103-DPB10601. The binding affinity (normalized) is 0.409. (6) The peptide sequence is EKKYFAATQFEPHAA. The MHC is HLA-DPA10103-DPB10601 with pseudo-sequence HLA-DPA10103-DPB10601. The binding affinity (normalized) is 0.541. (7) The peptide sequence is HELIMKDGRKLVVPCR. The MHC is DRB5_0101 with pseudo-sequence DRB5_0101. The binding affinity (normalized) is 0.492.